This data is from Full USPTO retrosynthesis dataset with 1.9M reactions from patents (1976-2016). The task is: Predict the reactants needed to synthesize the given product. (1) Given the product [C:23]1([CH:29]2[CH2:32][CH2:31][N:30]2[C:13]2[N:14]3[C:18]([N:19]=[C:11]4[CH2:10][CH2:9][NH:8][CH2:22][CH2:21][C:12]=24)=[CH:17][CH:16]=[N:15]3)[CH:28]=[CH:27][CH:26]=[CH:25][CH:24]=1, predict the reactants needed to synthesize it. The reactants are: C(OC([N:8]1[CH2:22][CH2:21][C:12]2=[C:13](Cl)[N:14]3[C:18]([N:19]=[C:11]2[CH2:10][CH2:9]1)=[CH:17][CH:16]=[N:15]3)=O)(C)(C)C.[C:23]1([CH:29]2[CH2:32][CH2:31][NH:30]2)[CH:28]=[CH:27][CH:26]=[CH:25][CH:24]=1. (2) Given the product [CH:30]1([NH:33][C:6]2[C:5]3[C:10](=[CH:11][C:2]([Cl:1])=[C:3]([C:23]4[CH:28]=[CH:27][CH:26]=[CH:25][C:24]=4[CH3:29])[CH:4]=3)[N:9]=[C:8]([N:12]3[CH:16]=[C:15]([C:17]([OH:19])=[O:18])[CH:14]=[N:13]3)[N:7]=2)[CH2:32][CH2:31]1, predict the reactants needed to synthesize it. The reactants are: [Cl:1][C:2]1[CH:11]=[C:10]2[C:5]([C:6](=O)[NH:7][C:8]([N:12]3[CH:16]=[C:15]([C:17]([O:19]CC)=[O:18])[CH:14]=[N:13]3)=[N:9]2)=[CH:4][C:3]=1[C:23]1[CH:28]=[CH:27][CH:26]=[CH:25][C:24]=1[CH3:29].[CH:30]1([NH2:33])[CH2:32][CH2:31]1. (3) Given the product [CH3:1][CH:2]([CH3:33])[C@@H:3]([NH:12][C:13]1[CH:14]=[C:15]([C:19]2[C:27]3[C:22](=[N:23][CH:24]=[C:25]([C:28]([OH:30])=[O:29])[CH:26]=3)[NH:21][CH:20]=2)[CH:16]=[N:17][CH:18]=1)[C:4](=[O:11])[NH:5][CH2:6][C:7]([F:8])([F:10])[F:9], predict the reactants needed to synthesize it. The reactants are: [CH3:1][CH:2]([CH3:33])[C@@H:3]([NH:12][C:13]1[CH:14]=[C:15]([C:19]2[C:27]3[C:22](=[N:23][CH:24]=[C:25]([C:28]([O:30]CC)=[O:29])[CH:26]=3)[NH:21][CH:20]=2)[CH:16]=[N:17][CH:18]=1)[C:4](=[O:11])[NH:5][CH2:6][C:7]([F:10])([F:9])[F:8].[OH-].[Na+]. (4) Given the product [C:71]([C:70]1[CH:73]=[CH:74][CH:75]=[CH:76][C:69]=1[CH2:68][N:64]1[CH2:65][CH2:66][CH2:67][C@@H:62]([NH:61][C:16]([C:13]2[CH:14]=[C:15]3[C:10](=[CH:11][CH:12]=2)[N:9]([C:19]([C:20]2[CH:21]=[CH:22][CH:23]=[CH:24][CH:25]=2)([C:26]2[CH:31]=[CH:30][CH:29]=[CH:28][CH:27]=2)[C:32]2[CH:33]=[CH:34][CH:35]=[CH:36][CH:37]=2)[N:8]=[C:7]3[C:4]2[CH:3]=[CH:2][N:1]=[CH:6][CH:5]=2)=[O:17])[CH2:63]1)#[N:72], predict the reactants needed to synthesize it. The reactants are: [N:1]1[CH:6]=[CH:5][C:4]([C:7]2[C:15]3[C:10](=[CH:11][CH:12]=[C:13]([C:16](O)=[O:17])[CH:14]=3)[N:9]([C:19]([C:32]3[CH:37]=[CH:36][CH:35]=[CH:34][CH:33]=3)([C:26]3[CH:31]=[CH:30][CH:29]=[CH:28][CH:27]=3)[C:20]3[CH:25]=[CH:24][CH:23]=[CH:22][CH:21]=3)[N:8]=2)=[CH:3][CH:2]=1.C1C=CC2N(O)N=NC=2C=1.C(Cl)CCl.CCN(C(C)C)C(C)C.[NH2:61][C@@H:62]1[CH2:67][CH2:66][CH2:65][N:64]([CH2:68][C:69]2[CH:76]=[CH:75][CH:74]=[CH:73][C:70]=2[C:71]#[N:72])[CH2:63]1. (5) Given the product [CH2:1]([CH:4]1[NH:8][C@H:7]([C:16]([O:18][CH2:19][C:20]2[CH:21]=[CH:22][CH:23]=[CH:24][CH:25]=2)=[O:17])[CH2:6][CH2:5]1)[CH:2]=[CH2:3], predict the reactants needed to synthesize it. The reactants are: [CH2:1]([CH:4]1[N:8](C(OC(C)(C)C)=O)[C@H:7]([C:16]([O:18][CH2:19][C:20]2[CH:25]=[CH:24][CH:23]=[CH:22][CH:21]=2)=[O:17])[CH2:6][CH2:5]1)[CH:2]=[CH2:3].FC(F)(F)C(O)=O.C(N(CC)CC)C. (6) Given the product [CH3:10][CH:11]([CH3:12])[CH2:16][N:17]1[C:10]2[C:11]3[CH2:12][CH2:13][CH2:14][NH:15][C:16]=3[N:7]=[C:8]([NH2:4])[C:9]=2[N:19]=[CH:18]1, predict the reactants needed to synthesize it. The reactants are: CC(C)C[N:4]1[C:8]2=[C:9]3[N:19]=[CH:18][N:17]=[C:10]3[C:11]3[CH:12]=[CH:13][CH:14]=[N:15][C:16]=3[N:7]2N=N1.[H][H]. (7) Given the product [Cl:1][C:2]1[CH:3]=[C:4]([CH:27]=[CH:28][C:29]=1[Cl:30])[O:5][CH:6]1[CH2:11][CH2:10][N:9]([CH2:12][C:13]2([OH:26])[CH2:18][CH2:17][NH:16][CH2:15][CH2:14]2)[CH2:8][CH2:7]1, predict the reactants needed to synthesize it. The reactants are: [Cl:1][C:2]1[CH:3]=[C:4]([CH:27]=[CH:28][C:29]=1[Cl:30])[O:5][CH:6]1[CH2:11][CH2:10][N:9]([CH2:12][C:13]2([OH:26])[CH2:18][CH2:17][N:16](C(OC(C)(C)C)=O)[CH2:15][CH2:14]2)[CH2:8][CH2:7]1.FC(F)(F)C(O)=O.[OH-].[Na+]. (8) Given the product [Br:1][C:2]1[CH:3]=[C:4]2[C:10]([C:30]3[CH:29]=[CH:28][CH:27]=[CH:26][C:25]=3[O:34][CH3:33])=[CH:9][N:8]([CH2:12][O:13][CH2:14][CH2:15][Si:16]([CH3:19])([CH3:18])[CH3:17])[C:5]2=[N:6][CH:7]=1, predict the reactants needed to synthesize it. The reactants are: [Br:1][C:2]1[CH:3]=[C:4]2[C:10](I)=[CH:9][N:8]([CH2:12][O:13][CH2:14][CH2:15][Si:16]([CH3:19])([CH3:18])[CH3:17])[C:5]2=[N:6][CH:7]=1.COOB([C:25]1[CH:30]=[CH:29][CH:28]=[CH:27][CH:26]=1)O.C1C[O:34][CH2:33]C1.C(#N)C.